This data is from Full USPTO retrosynthesis dataset with 1.9M reactions from patents (1976-2016). The task is: Predict the reactants needed to synthesize the given product. (1) Given the product [Br:14][C:15]1[CH:21]=[CH:20][CH:19]=[CH:18][C:16]=1[NH:17][C:35](=[O:36])[CH2:34][CH2:33][CH2:32][N:24]([CH2:22][CH3:23])[C:25]1[CH:30]=[CH:29][CH:28]=[C:27]([CH3:31])[CH:26]=1, predict the reactants needed to synthesize it. The reactants are: ON1C2N=CC=CC=2N=N1.ClCCl.[Br:14][C:15]1[CH:21]=[CH:20][CH:19]=[CH:18][C:16]=1[NH2:17].[CH2:22]([N:24]([CH2:32][CH2:33][CH2:34][C:35](O)=[O:36])[C:25]1[CH:30]=[CH:29][CH:28]=[C:27]([CH3:31])[CH:26]=1)[CH3:23]. (2) The reactants are: [CH2:1]([O:8][C:9]1[CH:17]=[CH:16][C:12]([C:13](Cl)=[O:14])=[CH:11][CH:10]=1)[C:2]1[CH:7]=[CH:6][CH:5]=[CH:4][CH:3]=1.Cl.[CH3:19][NH:20][O:21][CH3:22].C(N(CC)CC)C. Given the product [CH2:1]([O:8][C:9]1[CH:17]=[CH:16][C:12]([C:13]([N:20]([O:21][CH3:22])[CH3:19])=[O:14])=[CH:11][CH:10]=1)[C:2]1[CH:7]=[CH:6][CH:5]=[CH:4][CH:3]=1, predict the reactants needed to synthesize it. (3) Given the product [C:38]([O:37][C:35]([N:6]1[C@H:5]([C:3]([OH:4])=[O:2])[CH2:14][C:13]2[CH:12]=[C:11]3[O:15][CH2:16][C@H:17]([C:19]4[CH:24]=[CH:23][CH:22]=[C:21]([O:25][CH2:26][C:27]5[CH:32]=[CH:31][C:30]([Cl:33])=[C:29]([Cl:34])[CH:28]=5)[CH:20]=4)[O:18][C:10]3=[CH:9][C:8]=2[CH2:7]1)=[O:36])([CH3:41])([CH3:39])[CH3:40], predict the reactants needed to synthesize it. The reactants are: C[O:2][C:3]([C@@H:5]1[CH2:14][C:13]2[CH:12]=[C:11]3[O:15][CH2:16][C@H:17]([C:19]4[CH:24]=[CH:23][CH:22]=[C:21]([O:25][CH2:26][C:27]5[CH:32]=[CH:31][C:30]([Cl:33])=[C:29]([Cl:34])[CH:28]=5)[CH:20]=4)[O:18][C:10]3=[CH:9][C:8]=2[CH2:7][N:6]1[C:35]([O:37][C:38]([CH3:41])([CH3:40])[CH3:39])=[O:36])=[O:4].[Li+].[OH-].Cl. (4) Given the product [NH:1]1[C:5]2[CH:6]=[CH:7][C:8]([C:10]([N:23]3[C@@H:24]4[C@H:19]([C:18]5[CH:27]=[CH:28][C:15]([O:14][CH3:13])=[CH:16][C:17]=5[CH2:26][CH2:25]4)[CH2:20][CH2:21][CH2:22]3)=[O:12])=[CH:9][C:4]=2[N:3]=[CH:2]1, predict the reactants needed to synthesize it. The reactants are: [NH:1]1[C:5]2[CH:6]=[CH:7][C:8]([C:10]([OH:12])=O)=[CH:9][C:4]=2[N:3]=[CH:2]1.[CH3:13][O:14][C:15]1[CH:28]=[CH:27][C:18]2[C@H:19]3[C@H:24]([CH2:25][CH2:26][C:17]=2[CH:16]=1)[NH:23][CH2:22][CH2:21][CH2:20]3.